From a dataset of Full USPTO retrosynthesis dataset with 1.9M reactions from patents (1976-2016). Predict the reactants needed to synthesize the given product. (1) Given the product [F:10][C:8]1[CH:7]=[CH:6][C:5]2[O:11][C:18]([C:19]([OH:21])=[O:20])=[CH:1][C:2](=[O:3])[C:4]=2[CH:9]=1, predict the reactants needed to synthesize it. The reactants are: [CH3:1][C:2]([C:4]1[CH:9]=[C:8]([F:10])[CH:7]=[CH:6][C:5]=1[OH:11])=[O:3].CC(C)([O-])C.[K+].[C:18](OCC)(=O)[C:19]([O:21]CC)=[O:20]. (2) Given the product [Cl:1][C:2]1[CH:10]=[C:9]2[C:5]([C:6]([C:11]([N:13]3[CH2:18][CH2:17][C:16]4([C:22]5[CH:23]=[CH:24][C:25]([F:27])=[CH:26][C:21]=5[C:20](=[O:28])[O:19]4)[CH2:15][CH2:14]3)=[O:12])=[CH:7][N:8]2[CH2:30][CH2:31][N:32]([CH3:34])[CH3:33])=[CH:4][CH:3]=1, predict the reactants needed to synthesize it. The reactants are: [Cl:1][C:2]1[CH:10]=[C:9]2[C:5]([C:6]([C:11]([N:13]3[CH2:18][CH2:17][C:16]4([C:22]5[CH:23]=[CH:24][C:25]([F:27])=[CH:26][C:21]=5[C:20](=[O:28])[O:19]4)[CH2:15][CH2:14]3)=[O:12])=[CH:7][NH:8]2)=[CH:4][CH:3]=1.Cl[CH2:30][CH2:31][N:32]([CH3:34])[CH3:33]. (3) Given the product [C:4]([N:36]1[C@H:31]([C:25]2[CH:26]=[C:27]([F:30])[C:28]([F:29])=[C:23]([F:22])[CH:24]=2)[CH2:32][O:33][CH2:34][C@@H:35]1/[CH:37]=[CH:38]/[C:39]([O:41][CH3:42])=[O:40])(=[O:5])[CH2:3][CH:1]=[CH2:2].[C:4]([N:36]1[C@H:31]([C:25]2[CH:26]=[C:27]([F:30])[C:28]([F:29])=[C:23]([F:22])[CH:24]=2)[CH2:32][O:33][CH2:34][C@@H:35]1/[CH:37]=[CH:38]\[C:39]([O:41][CH3:42])=[O:40])(=[O:5])[CH2:3][CH:1]=[CH2:2], predict the reactants needed to synthesize it. The reactants are: [CH:1]([CH2:3][C:4](O)=[O:5])=[CH2:2].C1N(P(Cl)(N2C(=O)OCC2)=O)C(=O)OC1.[F:22][C:23]1[CH:24]=[C:25]([C@H:31]2[NH:36][C@@H:35]([CH:37]=[CH:38][C:39]([O:41][CH3:42])=[O:40])[CH2:34][O:33][CH2:32]2)[CH:26]=[C:27]([F:30])[C:28]=1[F:29].Cl. (4) The reactants are: [NH2:1][C:2](=[O:27])[C@H:3]([NH:8][C:9]1[CH:18]=[C:17]([C:19]#[N:20])[C:12]([C:13](OC)=[O:14])=[C:11]([C:21]2[CH:22]=[N:23][N:24]([CH3:26])[CH:25]=2)[N:10]=1)[CH2:4][CH:5]([CH3:7])[CH3:6]. Given the product [CH3:6][CH:5]([CH3:7])[CH2:4][C@@H:3]([NH:8][C:9]1[N:10]=[C:11]([C:21]2[CH:22]=[N:23][N:24]([CH3:26])[CH:25]=2)[C:12]2[C:13](=[O:14])[NH:20][CH2:19][C:17]=2[CH:18]=1)[C:2]([NH2:1])=[O:27], predict the reactants needed to synthesize it. (5) Given the product [ClH:35].[NH2:7][C:8]1[CH:9]=[CH:10][C:11]2[O:16][C@@H:15]([CH2:17][N:18]3[CH2:23][CH2:22][N:21]([CH3:24])[C:20](=[O:25])[CH2:19]3)[CH2:14][N:13]([S:26]([C:29]3[CH:34]=[CH:33][CH:32]=[C:31]([Cl:35])[CH:30]=3)(=[O:27])=[O:28])[C:12]=2[CH:36]=1, predict the reactants needed to synthesize it. The reactants are: C(OC(=O)[NH:7][C:8]1[CH:9]=[CH:10][C:11]2[O:16][C@@H:15]([CH2:17][N:18]3[CH2:23][CH2:22][N:21]([CH3:24])[C:20](=[O:25])[CH2:19]3)[CH2:14][N:13]([S:26]([C:29]3[CH:34]=[CH:33][CH:32]=[C:31]([Cl:35])[CH:30]=3)(=[O:28])=[O:27])[C:12]=2[CH:36]=1)(C)(C)C. (6) Given the product [F:30][C:25]1[CH:26]=[CH:27][CH:28]=[C:29]2[C:24]=1[N:23]=[C:22]([OH:31])[CH:21]=[C:20]2[CH2:19][N:10]1[C:11]2[C:16](=[CH:15][CH:14]=[CH:13][CH:12]=2)[CH:17]=[C:9]1[C:8]1[S:7][CH:6]=[N:5][C:4]=1[CH3:3], predict the reactants needed to synthesize it. The reactants are: [H-].[Na+].[CH3:3][C:4]1[N:5]=[CH:6][S:7][C:8]=1[C:9]1[NH:10][C:11]2[C:16]([CH:17]=1)=[CH:15][CH:14]=[CH:13][CH:12]=2.Br[CH2:19][C:20]1[C:29]2[C:24](=[C:25]([F:30])[CH:26]=[CH:27][CH:28]=2)[N:23]=[C:22]([OH:31])[CH:21]=1.